From a dataset of Retrosynthesis with 50K atom-mapped reactions and 10 reaction types from USPTO. Predict the reactants needed to synthesize the given product. (1) Given the product Cc1ccc(C(C)C)cc1OCc1c(OC(C)C)cc(-c2cccc3[nH]nc(C(C)C)c23)nc1C, predict the reactants needed to synthesize it. The reactants are: CC(C)c1n[nH]c2cccc(B(O)O)c12.Cc1ccc(C(C)C)cc1OCc1c(OC(C)C)cc(Cl)nc1C. (2) The reactants are: Nc1cccc2c1CN(C1CCC(=O)NC1=O)C2=O.O=C(Cl)CCl. Given the product O=C1CCC(N2Cc3c(NC(=O)CCl)cccc3C2=O)C(=O)N1, predict the reactants needed to synthesize it. (3) Given the product CCCCOc1nc(N)c2nc(OC)n(CCCCC3CCCNC3)c2n1, predict the reactants needed to synthesize it. The reactants are: CCCCOc1nc(N)c2nc(OC)n(CCCC3CCCCN3)c2n1.CCCCOc1nc(N)c2nc(OC)n(CCCCC3CCCN(C(=O)OCc4ccccc4)C3)c2n1. (4) Given the product COc1ccc(CC2c3c(cc(OC)c(OC)c3O)CCN2C)cc1, predict the reactants needed to synthesize it. The reactants are: C=O.COc1ccc(CC2NCCc3cc(OC)c(OC)c(O)c32)cc1. (5) Given the product CCOC(=O)CCN(C(=O)Cc1ccc(Cl)c(Cl)c1)c1ccccc1, predict the reactants needed to synthesize it. The reactants are: CCOC(=O)CCNc1ccccc1.O=C(Cl)Cc1ccc(Cl)c(Cl)c1. (6) Given the product COCOc1c(-c2ccccc2)c(C)cc2cc(OC)ccc12, predict the reactants needed to synthesize it. The reactants are: COCOc1c(Br)c(C)cc2cc(OC)ccc12.OB(O)c1ccccc1. (7) Given the product CC(C)(C)OC(=O)NC[C@@H]1CCN(C[C@@H]2COc3c(F)cnc4ccc(=O)n2c34)C1, predict the reactants needed to synthesize it. The reactants are: CC(C)(C)OC(=O)NC[C@@H]1CCNC1.CS(=O)(=O)OC[C@@H]1COc2c(F)cnc3ccc(=O)n1c23. (8) Given the product Cc1cc(C#C[Si](C(C)C)(C(C)C)C(C)C)n(-c2ccc([N+](=O)[O-])cc2)n1, predict the reactants needed to synthesize it. The reactants are: C#C[Si](C(C)C)(C(C)C)C(C)C.Cc1cc(Br)n(-c2ccc([N+](=O)[O-])cc2)n1.